This data is from Full USPTO retrosynthesis dataset with 1.9M reactions from patents (1976-2016). The task is: Predict the reactants needed to synthesize the given product. (1) Given the product [Cl:1][C:2]1[CH:3]=[C:4]2[C:12](=[CH:13][CH:14]=1)[NH:11][C:10]1[CH:9]([NH:15][C:32]([C:28]3[CH:29]=[CH:30][CH:31]=[C:26]([F:25])[N:27]=3)=[O:33])[CH2:8][CH2:7][CH2:6][C:5]2=1, predict the reactants needed to synthesize it. The reactants are: [Cl:1][C:2]1[CH:3]=[C:4]2[C:12](=[CH:13][CH:14]=1)[NH:11][C:10]1[CH:9]([NH2:15])[CH2:8][CH2:7][CH2:6][C:5]2=1.CCN(C(C)C)C(C)C.[F:25][C:26]1[CH:31]=[CH:30][CH:29]=[C:28]([C:32](O)=[O:33])[N:27]=1.F[B-](F)(F)F.N1(OC(N(C)C)=[N+](C)C)C2C=CC=CC=2N=N1. (2) Given the product [F:19][C:20]([F:33])([F:32])[S:21]([O:6][CH2:5][CH:4]([S:3][C:2]([F:9])([F:8])[F:1])[CH3:7])(=[O:23])=[O:22], predict the reactants needed to synthesize it. The reactants are: [F:1][C:2]([F:9])([F:8])[S:3][CH:4]([CH3:7])[CH2:5][OH:6].C(N(CC)C(C)C)(C)C.[F:19][C:20]([F:33])([F:32])[S:21](O[S:21]([C:20]([F:33])([F:32])[F:19])(=[O:23])=[O:22])(=[O:23])=[O:22]. (3) The reactants are: [C:1]([O:5][C:6](=[O:19])[NH:7][C:8]1[CH:13]=[C:12](Cl)[C:11]([Cl:15])=[CH:10][C:9]=1[N+:16]([O-:18])=[O:17])([CH3:4])([CH3:3])[CH3:2].[CH2:20]([NH:24][CH3:25])[CH:21]([CH3:23])[CH3:22]. Given the product [C:1]([O:5][C:6](=[O:19])[NH:7][C:8]1[CH:13]=[C:12]([N:24]([CH2:20][CH:21]([CH3:23])[CH3:22])[CH3:25])[C:11]([Cl:15])=[CH:10][C:9]=1[N+:16]([O-:18])=[O:17])([CH3:4])([CH3:3])[CH3:2], predict the reactants needed to synthesize it. (4) Given the product [NH:28]1[C:36]2[C:31](=[CH:32][CH:33]=[CH:34][CH:35]=2)[C:30](/[CH:37]=[C:8]2\[O:9][C:5]3[C:4]([CH2:13][CH2:14][CH:15]4[CH2:20][CH2:19][N:18]([C:21]([O:23][C:24]([CH3:27])([CH3:26])[CH3:25])=[O:22])[CH2:17][CH2:16]4)=[C:3]([O:2][CH3:1])[CH:12]=[CH:11][C:6]=3[C:7]\2=[O:10])=[N:29]1, predict the reactants needed to synthesize it. The reactants are: [CH3:1][O:2][C:3]1[CH:12]=[CH:11][C:6]2[C:7](=[O:10])[CH2:8][O:9][C:5]=2[C:4]=1[CH2:13][CH2:14][CH:15]1[CH2:20][CH2:19][N:18]([C:21]([O:23][C:24]([CH3:27])([CH3:26])[CH3:25])=[O:22])[CH2:17][CH2:16]1.[NH:28]1[C:36]2[C:31](=[CH:32][CH:33]=[CH:34][CH:35]=2)[C:30]([CH:37]=O)=[N:29]1. (5) Given the product [CH3:36][C@@H:35]1[N:31]([C:29]([O:28][C:24]([CH3:25])([CH3:27])[CH3:26])=[O:30])[C@H:32]([C:37]([O:39][CH2:2][C:3](=[O:4])[C:5]2[CH:6]=[CH:7][C:8]3[C:17]4[CH:16]=[C:15]5[CH2:18][CH2:19][CH2:20][C:21](=[O:22])[C:14]5=[CH:13][C:12]=4[O:11][CH2:10][C:9]=3[CH:23]=2)=[O:38])[CH2:33][CH2:34]1, predict the reactants needed to synthesize it. The reactants are: Br[CH2:2][C:3]([C:5]1[CH:6]=[CH:7][C:8]2[C:17]3[CH:16]=[C:15]4[CH2:18][CH2:19][CH2:20][C:21](=[O:22])[C:14]4=[CH:13][C:12]=3[O:11][CH2:10][C:9]=2[CH:23]=1)=[O:4].[C:24]([O:28][C:29]([N:31]1[C@@H:35]([CH3:36])[CH2:34][CH2:33][C@H:32]1[C:37]([OH:39])=[O:38])=[O:30])([CH3:27])([CH3:26])[CH3:25].C(N(CC)CC)C.